From a dataset of Full USPTO retrosynthesis dataset with 1.9M reactions from patents (1976-2016). Predict the reactants needed to synthesize the given product. (1) Given the product [N+:1]([C:4]1[CH:12]=[CH:11][C:7]([C:8]([NH:33][C:30]2[S:31][CH:32]=[C:28]([CH2:27][O:26][C:25]3[CH:24]=[CH:23][C:22]([CH2:21][CH2:20][CH2:19][CH2:18][N:13]4[CH:17]=[CH:16][N:15]=[N:14]4)=[CH:35][CH:34]=3)[N:29]=2)=[O:9])=[CH:6][CH:5]=1)([O-:3])=[O:2], predict the reactants needed to synthesize it. The reactants are: [N+:1]([C:4]1[CH:12]=[CH:11][C:7]([C:8](Cl)=[O:9])=[CH:6][CH:5]=1)([O-:3])=[O:2].[N:13]1([CH2:18][CH2:19][CH2:20][CH2:21][C:22]2[CH:35]=[CH:34][C:25]([O:26][CH2:27][C:28]3[N:29]=[C:30]([NH2:33])[S:31][CH:32]=3)=[CH:24][CH:23]=2)[CH:17]=[CH:16][N:15]=[N:14]1.CN1CCCCC1. (2) Given the product [CH2:24]([C:8]([C:5]1[CH:6]=[CH:7][C:2](/[CH:40]=[CH:39]/[C:38]([O:37][CH2:35][CH3:36])=[O:41])=[CH:3][CH:4]=1)=[C:9]([C:10]1[CH:11]=[CH:12][C:13]([OH:16])=[CH:14][CH:15]=1)[C:17]1[CH:18]=[CH:19][C:20]([OH:23])=[CH:21][CH:22]=1)[CH2:25][CH2:26][CH3:27], predict the reactants needed to synthesize it. The reactants are: Br[C:2]1[CH:7]=[CH:6][C:5]([C:8]([CH2:24][CH2:25][CH2:26][CH3:27])=[C:9]([C:17]2[CH:22]=[CH:21][C:20]([OH:23])=[CH:19][CH:18]=2)[C:10]2[CH:15]=[CH:14][C:13]([OH:16])=[CH:12][CH:11]=2)=[CH:4][CH:3]=1.CCN(CC)CC.[CH2:35]([O:37][C:38](=[O:41])[CH:39]=[CH2:40])[CH3:36]. (3) Given the product [F:39][C:38]([F:41])([F:40])[C:36]([OH:42])=[O:37].[Cl:3][C:4]1[C:12]2[C:7](=[CH:8][CH:9]=[C:10]3[O:17][CH2:16][CH2:15][NH:14][CH:13]([CH3:25])[C:11]3=2)[N:6]([S:32]([C:26]2[CH:31]=[CH:30][CH:29]=[CH:28][CH:27]=2)(=[O:34])=[O:33])[CH:5]=1, predict the reactants needed to synthesize it. The reactants are: [H-].[Na+].[Cl:3][C:4]1[C:12]2[C:7](=[CH:8][CH:9]=[C:10]3[O:17][CH2:16][CH2:15][N:14](C(OC(C)(C)C)=O)[CH:13]([CH3:25])[C:11]3=2)[NH:6][CH:5]=1.[C:26]1([S:32](Cl)(=[O:34])=[O:33])[CH:31]=[CH:30][CH:29]=[CH:28][CH:27]=1.[C:36]([OH:42])([C:38]([F:41])([F:40])[F:39])=[O:37]. (4) Given the product [C:18]([O:11][CH2:10][C:3]1[C:2]([Br:1])=[CH:7][C:6]([F:8])=[CH:5][C:4]=1[Br:9])(=[O:20])[CH3:19], predict the reactants needed to synthesize it. The reactants are: [Br:1][C:2]1[CH:7]=[C:6]([F:8])[CH:5]=[C:4]([Br:9])[C:3]=1[CH2:10][OH:11].N1C=CC=CC=1.[C:18](Cl)(=[O:20])[CH3:19]. (5) Given the product [CH3:1][N:2]1[C:6]2[CH:7]=[CH:8][C:9]([N:11]3[CH:16]=[C:15]([C:17]([OH:19])=[O:18])[C:14](=[O:22])[N:13]([CH:23]4[C:31]5[C:26](=[CH:27][C:28]([O:32][CH3:33])=[CH:29][CH:30]=5)[CH2:25][CH2:24]4)[C:12]3=[O:34])=[CH:10][C:5]=2[N:4]([CH3:35])[C:3]1=[O:36], predict the reactants needed to synthesize it. The reactants are: [CH3:1][N:2]1[C:6]2[CH:7]=[CH:8][C:9]([N:11]3[CH:16]=[C:15]([C:17]([O:19]CC)=[O:18])[C:14](=[O:22])[N:13]([CH:23]4[C:31]5[C:26](=[CH:27][C:28]([O:32][CH3:33])=[CH:29][CH:30]=5)[CH2:25][CH2:24]4)[C:12]3=[O:34])=[CH:10][C:5]=2[N:4]([CH3:35])[C:3]1=[O:36].C(=O)([O-])O.[Na+].Cl. (6) Given the product [CH3:30][N:26]1[CH2:27][CH2:28][CH2:29][C@:25]1([C:22]1[N:20]2[CH:21]=[C:16]([O:12][C@H:5]3[C:6]4[C:11](=[CH:10][CH:9]=[CH:8][CH:7]=4)[C@@H:2]([NH2:1])[CH2:3][CH2:4]3)[CH:17]=[CH:18][C:19]2=[N:24][N:23]=1)[CH2:31][O:32][Si:33]([CH:37]([CH3:39])[CH3:38])([CH:34]([CH3:35])[CH3:36])[CH:40]([CH3:41])[CH3:42], predict the reactants needed to synthesize it. The reactants are: [NH2:1][C@@H:2]1[C:11]2[C:6](=[CH:7][CH:8]=[CH:9][CH:10]=2)[C@H:5]([OH:12])[CH2:4][CH2:3]1.[H-].[Na+].F[C:16]1[CH:17]=[CH:18][C:19]2[N:20]([C:22]([C@:25]3([CH2:31][O:32][Si:33]([CH:40]([CH3:42])[CH3:41])([CH:37]([CH3:39])[CH3:38])[CH:34]([CH3:36])[CH3:35])[CH2:29][CH2:28][CH2:27][N:26]3[CH3:30])=[N:23][N:24]=2)[CH:21]=1. (7) Given the product [CH2:1]([O:3][C:4]1[CH:13]=[C:12]2[C:7]([CH:8]=[CH:9][C:10]([C:14]3[N:18]4[CH:19]=[C:20]([C@@H:23]([N:28]5[CH2:32][CH2:31][C@H:30]([NH2:33])[CH2:29]5)[C:24]([F:26])([F:25])[F:27])[CH:21]=[CH:22][C:17]4=[N:16][N:15]=3)=[N:11]2)=[CH:6][C:5]=1[F:41])[CH3:2], predict the reactants needed to synthesize it. The reactants are: [CH2:1]([O:3][C:4]1[CH:13]=[C:12]2[C:7]([CH:8]=[CH:9][C:10]([C:14]3[N:18]4[CH:19]=[C:20]([C@@H:23]([N:28]5[CH2:32][CH2:31][C@H:30]([NH:33]C(=O)OC(C)(C)C)[CH2:29]5)[C:24]([F:27])([F:26])[F:25])[CH:21]=[CH:22][C:17]4=[N:16][N:15]=3)=[N:11]2)=[CH:6][C:5]=1[F:41])[CH3:2]. (8) Given the product [Br:39][C:40]1[CH:44]=[CH:28][C:29]([CH2:30][C:10]([C:14]2[CH:19]=[CH:18][CH:17]=[C:16]([O:20][C:21]([F:24])([F:23])[F:22])[CH:15]=2)([C:6]2[CH:7]=[CH:8][CH:9]=[C:4]([O:3][C:2]([F:25])([F:26])[F:1])[CH:5]=2)[C:11]([OH:13])=[O:12])=[CH:42][CH:41]=1, predict the reactants needed to synthesize it. The reactants are: [F:1][C:2]([F:26])([F:25])[O:3][C:4]1[CH:5]=[C:6]([CH:10]([C:14]2[CH:19]=[CH:18][CH:17]=[C:16]([O:20][C:21]([F:24])([F:23])[F:22])[CH:15]=2)[C:11]([OH:13])=[O:12])[CH:7]=[CH:8][CH:9]=1.[Li][CH2:28][CH2:29][CH2:30]C.C([Br:39])C1C=CC=CC=1.[CH2:40]1[CH2:44]O[CH2:42][CH2:41]1.